Dataset: Full USPTO retrosynthesis dataset with 1.9M reactions from patents (1976-2016). Task: Predict the reactants needed to synthesize the given product. (1) Given the product [F:50][C:51]1[CH:52]=[C:53]([CH:63]=[CH:64][C:65]=1[NH:66][C:67]1[N:72]=[C:71]([NH:73][C:74]2[C:75]([C:89](=[O:92])[NH:90][CH3:91])=[N:76][C:77]([C:80]3[CH:81]=[N:82][N:83]([CH2:85][CH2:86][CH2:87][OH:88])[CH:84]=3)=[CH:78][CH:79]=2)[C:70]([C:93]([F:96])([F:94])[F:95])=[CH:69][N:68]=1)[CH2:54][P:55](=[O:59])([OH:62])[O:56][CH2:57][CH3:58], predict the reactants needed to synthesize it. The reactants are: C(N(CC)C(C1C=C(C2C=NN(CCCO)C=2)C=CC=1NC1C(C(F)(F)F)=CN=C(NC2C=CC(CP(=O)(O)OCC)=CC=2OC)N=1)=O)C.[F:50][C:51]1[CH:52]=[C:53]([CH:63]=[CH:64][C:65]=1[NH:66][C:67]1[N:72]=[C:71]([NH:73][C:74]2[C:75]([C:89](=[O:92])[NH:90][CH3:91])=[N:76][C:77]([C:80]3[CH:81]=[N:82][N:83]([CH2:85][CH2:86][CH2:87][OH:88])[CH:84]=3)=[CH:78][CH:79]=2)[C:70]([C:93]([F:96])([F:95])[F:94])=[CH:69][N:68]=1)[CH2:54][P:55](=[O:62])([O:59]CC)[O:56][CH2:57][CH3:58]. (2) Given the product [CH3:1][O:2][C:3]1[C:23]([O:24][CH3:25])=[C:22]([O:26][CH3:27])[CH:21]=[CH:20][C:4]=1[CH2:5][CH:6]1[C:15]2[C:10](=[CH:11][C:12]([O:18][CH3:19])=[C:13]([O:16][CH3:17])[CH:14]=2)[CH2:9][CH2:8][N:7]1[CH2:29][C:30]([NH:43][CH:33]1[C:42]2[C:37](=[CH:38][CH:39]=[CH:40][CH:41]=2)[CH2:36][CH2:35][CH2:34]1)=[O:31], predict the reactants needed to synthesize it. The reactants are: [CH3:1][O:2][C:3]1[C:23]([O:24][CH3:25])=[C:22]([O:26][CH3:27])[CH:21]=[CH:20][C:4]=1[CH2:5][CH:6]1[C:15]2[C:10](=[CH:11][C:12]([O:18][CH3:19])=[C:13]([O:16][CH3:17])[CH:14]=2)[CH2:9][CH2:8][NH:7]1.Br[CH2:29][C:30](Br)=[O:31].[CH:33]1([NH2:43])[C:42]2[C:37](=[CH:38][CH:39]=[CH:40][CH:41]=2)[CH2:36][CH2:35][CH2:34]1.